From a dataset of Forward reaction prediction with 1.9M reactions from USPTO patents (1976-2016). Predict the product of the given reaction. (1) Given the reactants Cl[CH:2]([C:10]1[CH:15]=[CH:14][CH:13]=[CH:12][CH:11]=1)[C:3](=O)[C:4]([O:6][CH2:7][CH3:8])=[O:5].[F:16][C:17]([F:22])([F:21])[C:18]([NH2:20])=[S:19].C([O-])([O-])=O.[Na+].[Na+], predict the reaction product. The product is: [C:10]1([C:2]2[S:19][C:18]([C:17]([F:22])([F:21])[F:16])=[N:20][C:3]=2[C:4]([O:6][CH2:7][CH3:8])=[O:5])[CH:15]=[CH:14][CH:13]=[CH:12][CH:11]=1. (2) Given the reactants [C:1]1(P(C2C=CC=CC=2)C2C=CC=CC=2)C=CC=C[CH:2]=1.[OH:20][N:21]1[C:25](=[O:26])[C:24]2=[CH:27][CH:28]=[CH:29][CH:30]=[C:23]2[C:22]1=[O:31].[N:32]([C:41]([O:43][C:44]([CH3:47])([CH3:46])[CH3:45])=[O:42])=[N:32][C:41]([O:43][C:44]([CH3:47])([CH3:46])[CH3:45])=[O:42].[CH2:48]1COCC1, predict the reaction product. The product is: [O:26]=[C:25]1[C:24]2[C:23](=[CH:30][CH:29]=[CH:28][CH:27]=2)[C:22](=[O:31])[N:21]1[O:20][CH2:1][CH2:2][N:32]([CH3:48])[C:41](=[O:42])[O:43][C:44]([CH3:45])([CH3:46])[CH3:47]. (3) The product is: [CH:1]([N:4]([C:5]1[CH:10]=[CH:9][CH:8]=[CH:7][C:6]=1/[CH:11]=[CH:12]/[C:13]([O:15][CH3:16])=[O:14])[C:22](=[O:23])[C:21]1[CH:25]=[CH:26][CH:27]=[C:19]([C:18]([F:17])([F:28])[F:29])[CH:20]=1)([CH3:3])[CH3:2]. Given the reactants [CH:1]([NH:4][C:5]1[CH:10]=[CH:9][CH:8]=[CH:7][C:6]=1/[CH:11]=[CH:12]/[C:13]([O:15][CH3:16])=[O:14])([CH3:3])[CH3:2].[F:17][C:18]([F:29])([F:28])[C:19]1[CH:20]=[C:21]([CH:25]=[CH:26][CH:27]=1)[C:22](Cl)=[O:23].O, predict the reaction product. (4) Given the reactants F[C:2]1[CH:9]=[CH:8][CH:7]=[CH:6][C:3]=1[CH:4]=[O:5].C(=O)([O-])[O-].[K+].[K+].[CH3:16][CH2:17][SH:18], predict the reaction product. The product is: [CH2:17]([S:18][C:2]1[CH:9]=[CH:8][CH:7]=[CH:6][C:3]=1[CH:4]=[O:5])[CH3:16]. (5) The product is: [C:1]([O:5][C:6]([N:8]1[CH2:13][CH2:12][CH:11]([O:14][C:18]2[CH:23]=[CH:22][C:21]([N+:24]([O-:26])=[O:25])=[CH:20][CH:19]=2)[CH2:10][CH2:9]1)=[O:7])([CH3:4])([CH3:2])[CH3:3]. Given the reactants [C:1]([O:5][C:6]([N:8]1[CH2:13][CH2:12][CH:11]([OH:14])[CH2:10][CH2:9]1)=[O:7])([CH3:4])([CH3:3])[CH3:2].[H-].[Na+].F[C:18]1[CH:23]=[CH:22][C:21]([N+:24]([O-:26])=[O:25])=[CH:20][CH:19]=1.O, predict the reaction product. (6) Given the reactants [Br:1][C:2]1[CH:7]=[CH:6][C:5]([S:8]([NH2:11])(=[O:10])=[O:9])=[C:4]([CH:12](Br)[CH:13]([CH3:15])[CH3:14])[CH:3]=1.C([O-])([O-])=O.[K+].[K+], predict the reaction product. The product is: [Br:1][C:2]1[CH:7]=[CH:6][C:5]2[S:8](=[O:10])(=[O:9])[NH:11][CH:12]([CH:13]([CH3:15])[CH3:14])[C:4]=2[CH:3]=1. (7) Given the reactants ClCCl.[C:4]([C:7]1[CH:8]=[CH:9][C:10]([Cl:18])=[C:11]([CH2:13][NH:14]C(=O)C)[CH:12]=1)(=[O:6])[CH3:5].S(=O)(=O)(O)O.[OH-].[Na+], predict the reaction product. The product is: [NH2:14][CH2:13][C:11]1[CH:12]=[C:7]([C:4](=[O:6])[CH3:5])[CH:8]=[CH:9][C:10]=1[Cl:18].